This data is from NCI-60 drug combinations with 297,098 pairs across 59 cell lines. The task is: Regression. Given two drug SMILES strings and cell line genomic features, predict the synergy score measuring deviation from expected non-interaction effect. (1) Drug 1: C1CCC(CC1)NC(=O)N(CCCl)N=O. Drug 2: COC1=C2C(=CC3=C1OC=C3)C=CC(=O)O2. Cell line: HCC-2998. Synergy scores: CSS=13.5, Synergy_ZIP=2.80, Synergy_Bliss=10.2, Synergy_Loewe=6.46, Synergy_HSA=6.70. (2) Drug 1: C1CN(CCN1C(=O)CCBr)C(=O)CCBr. Drug 2: CC(C)NC(=O)C1=CC=C(C=C1)CNNC.Cl. Cell line: KM12. Synergy scores: CSS=18.2, Synergy_ZIP=-4.93, Synergy_Bliss=0.119, Synergy_Loewe=-0.736, Synergy_HSA=-1.25. (3) Drug 1: CC1=C2C(C(=O)C3(C(CC4C(C3C(C(C2(C)C)(CC1OC(=O)C(C(C5=CC=CC=C5)NC(=O)OC(C)(C)C)O)O)OC(=O)C6=CC=CC=C6)(CO4)OC(=O)C)OC)C)OC. Drug 2: C1C(C(OC1N2C=NC(=NC2=O)N)CO)O. Cell line: PC-3. Synergy scores: CSS=46.3, Synergy_ZIP=6.47, Synergy_Bliss=6.31, Synergy_Loewe=-4.30, Synergy_HSA=9.52. (4) Drug 1: CN(C)C1=NC(=NC(=N1)N(C)C)N(C)C. Drug 2: CN1C2=C(C=C(C=C2)N(CCCl)CCCl)N=C1CCCC(=O)O.Cl. Cell line: ACHN. Synergy scores: CSS=-1.06, Synergy_ZIP=1.11, Synergy_Bliss=-0.0928, Synergy_Loewe=-6.74, Synergy_HSA=-4.13. (5) Drug 2: CCN(CC)CCNC(=O)C1=C(NC(=C1C)C=C2C3=C(C=CC(=C3)F)NC2=O)C. Drug 1: CCCS(=O)(=O)NC1=C(C(=C(C=C1)F)C(=O)C2=CNC3=C2C=C(C=N3)C4=CC=C(C=C4)Cl)F. Cell line: A549. Synergy scores: CSS=1.22, Synergy_ZIP=0.899, Synergy_Bliss=0.999, Synergy_Loewe=-2.97, Synergy_HSA=-2.00. (6) Cell line: NCIH23. Drug 2: C(CCl)NC(=O)N(CCCl)N=O. Synergy scores: CSS=2.52, Synergy_ZIP=-2.62, Synergy_Bliss=-7.18, Synergy_Loewe=-0.848, Synergy_HSA=-5.76. Drug 1: C1CC(=O)NC(=O)C1N2C(=O)C3=CC=CC=C3C2=O. (7) Drug 2: COC1=C2C(=CC3=C1OC=C3)C=CC(=O)O2. Synergy scores: CSS=53.7, Synergy_ZIP=-2.84, Synergy_Bliss=-5.84, Synergy_Loewe=-42.6, Synergy_HSA=-4.65. Drug 1: CC1=C2C(C(=O)C3(C(CC4C(C3C(C(C2(C)C)(CC1OC(=O)C(C(C5=CC=CC=C5)NC(=O)C6=CC=CC=C6)O)O)OC(=O)C7=CC=CC=C7)(CO4)OC(=O)C)O)C)OC(=O)C. Cell line: BT-549.